This data is from Full USPTO retrosynthesis dataset with 1.9M reactions from patents (1976-2016). The task is: Predict the reactants needed to synthesize the given product. (1) Given the product [Cl:1][C:2]1[N:7]=[C:6]2[N:8]([CH:11]3[CH2:16][CH2:15][N:14]([CH2:37][C:38]([F:41])([F:40])[F:39])[CH2:13][CH2:12]3)[N:9]=[CH:10][C:5]2=[C:4]([N:17]2[CH2:22][CH2:21][O:20][CH2:19][CH2:18]2)[N:3]=1, predict the reactants needed to synthesize it. The reactants are: [Cl:1][C:2]1[N:7]=[C:6]2[N:8]([CH:11]3[CH2:16][CH2:15][NH:14][CH2:13][CH2:12]3)[N:9]=[CH:10][C:5]2=[C:4]([N:17]2[CH2:22][CH2:21][O:20][CH2:19][CH2:18]2)[N:3]=1.C(=O)([O-])[O-].[K+].[K+].ClC(OS([CH2:37][C:38]([F:41])([F:40])[F:39])(=O)=O)(Cl)Cl. (2) Given the product [ClH:39].[NH:8]1[CH2:9][CH:10]([C:12]2[CH:38]=[CH:37][C:15]3[C:16]4[C:20]([CH2:21][CH2:22][O:23][C:14]=3[CH:13]=2)=[CH:19][N:18]([C:24]2[N:25]([C:29]3[CH:34]=[CH:33][C:32]([F:35])=[CH:31][C:30]=3[F:36])[N:26]=[CH:27][N:28]=2)[N:17]=4)[CH2:11]1, predict the reactants needed to synthesize it. The reactants are: C(OC([N:8]1[CH2:11][CH:10]([C:12]2[CH:38]=[CH:37][C:15]3[C:16]4[C:20]([CH2:21][CH2:22][O:23][C:14]=3[CH:13]=2)=[CH:19][N:18]([C:24]2[N:25]([C:29]3[CH:34]=[CH:33][C:32]([F:35])=[CH:31][C:30]=3[F:36])[N:26]=[CH:27][N:28]=2)[N:17]=4)[CH2:9]1)=O)(C)(C)C.[ClH:39]. (3) Given the product [Br:1][C:2]1[N:3]=[C:4](/[CH:13]=[CH:26]/[C:23]2[CH:24]=[CH:25][C:20]3[N:21]([C:17]([CH3:16])=[C:18]([C:46]([F:48])([F:47])[F:49])[N:19]=3)[N:22]=2)[N:5]([C:7]2[CH:12]=[CH:11][CH:10]=[CH:9][CH:8]=2)[CH:6]=1, predict the reactants needed to synthesize it. The reactants are: [Br:1][C:2]1[N:3]=[C:4]([CH:13]=O)[N:5]([C:7]2[CH:12]=[CH:11][CH:10]=[CH:9][CH:8]=2)[CH:6]=1.[Cl-].[CH3:16][C:17]1[N:21]2[N:22]=[C:23]([CH2:26][P+](C3C=CC=CC=3)(C3C=CC=CC=3)C3C=CC=CC=3)[CH:24]=[CH:25][C:20]2=[N:19][C:18]=1[C:46]([F:49])([F:48])[F:47]. (4) Given the product [F:1][C:2]([C:5]1[N:6]=[C:7]([CH2:10][N:11]2[N:15]=[C:14]([NH:16][C:23]([C:21]3[N:22]=[C:18]([CH3:17])[O:19][C:20]=3[C:26]3[CH:27]=[CH:28][CH:29]=[CH:30][CH:31]=3)=[O:24])[CH:13]=[N:12]2)[O:8][CH:9]=1)([F:4])[CH3:3], predict the reactants needed to synthesize it. The reactants are: [F:1][C:2]([C:5]1[N:6]=[C:7]([CH2:10][N:11]2[N:15]=[C:14]([NH2:16])[CH:13]=[N:12]2)[O:8][CH:9]=1)([F:4])[CH3:3].[CH3:17][C:18]1[O:19][C:20]([C:26]2[CH:31]=[CH:30][CH:29]=[CH:28][CH:27]=2)=[C:21]([C:23](O)=[O:24])[N:22]=1.